Dataset: Peptide-MHC class I binding affinity with 185,985 pairs from IEDB/IMGT. Task: Regression. Given a peptide amino acid sequence and an MHC pseudo amino acid sequence, predict their binding affinity value. This is MHC class I binding data. (1) The binding affinity (normalized) is 0.661. The peptide sequence is RMMGKNIFY. The MHC is BoLA-D18.4 with pseudo-sequence BoLA-D18.4. (2) The peptide sequence is NLFSKNILK. The binding affinity (normalized) is 0. The MHC is H-2-Dd with pseudo-sequence H-2-Dd. (3) The peptide sequence is FRVDLRTL. The MHC is H-2-Kb with pseudo-sequence H-2-Kb. The binding affinity (normalized) is 0.0982. (4) The peptide sequence is ILSPHNVVT. The MHC is HLA-A01:01 with pseudo-sequence HLA-A01:01. The binding affinity (normalized) is 0.0847. (5) The peptide sequence is LPGPDTRHL. The MHC is HLA-A68:01 with pseudo-sequence HLA-A68:01. The binding affinity (normalized) is 0. (6) The peptide sequence is AVKYLEGHG. The MHC is HLA-A24:02 with pseudo-sequence HLA-A24:02. The binding affinity (normalized) is 0. (7) The peptide sequence is ALVEMGHHV. The MHC is HLA-A02:12 with pseudo-sequence HLA-A02:12. The binding affinity (normalized) is 0.733. (8) The peptide sequence is FMVYVPLPA. The MHC is HLA-A25:01 with pseudo-sequence HLA-A25:01. The binding affinity (normalized) is 0.0847. (9) The peptide sequence is GTFEFTSFFY. The MHC is HLA-A11:01 with pseudo-sequence HLA-A11:01. The binding affinity (normalized) is 1.00. (10) The MHC is HLA-A02:01 with pseudo-sequence HLA-A02:01. The binding affinity (normalized) is 0.205. The peptide sequence is DIYDAVRAFL.